This data is from Full USPTO retrosynthesis dataset with 1.9M reactions from patents (1976-2016). The task is: Predict the reactants needed to synthesize the given product. (1) Given the product [C:18]([O:23][C:24]12[CH2:31][CH:30]3[CH2:29][CH:28]([CH2:27][C:26]([O:34][S:9](=[O:10])(=[O:11])[NH2:12])([CH2:32]3)[CH2:25]1)[CH2:33]2)(=[O:22])[C:19]([CH3:21])=[CH2:20], predict the reactants needed to synthesize it. The reactants are: CCCCCCC.Cl[S:9]([N:12]=C=O)(=[O:11])=[O:10].C(O)=O.[C:18]([O:23][C:24]12[CH2:33][CH:28]3[CH2:29][CH:30]([CH2:32][C:26]([OH:34])([CH2:27]3)[CH2:25]1)[CH2:31]2)(=[O:22])[C:19]([CH3:21])=[CH2:20]. (2) Given the product [F:28][C:26]1[CH:27]=[C:22]2[C:23](=[N:24][CH:25]=1)[O:29][CH2:2][CH2:3][O:4][NH:5][C:6](=[O:7])[C:8]1=[C:12]3[N:13]=[C:14]([CH:15]=[CH:16][N:11]3[N:10]=[CH:9]1)[N:17]1[C@@H:18]2[CH2:19][CH2:20][CH2:21]1, predict the reactants needed to synthesize it. The reactants are: Cl[CH2:2][CH2:3][O:4][NH:5][C:6]([C:8]1[CH:9]=[N:10][N:11]2[CH:16]=[CH:15][C:14]([N:17]3[CH2:21][CH2:20][CH2:19][C@@H:18]3[C:22]3[C:23](=[O:29])[NH:24][CH:25]=[C:26]([F:28])[CH:27]=3)=[N:13][C:12]=12)=[O:7].C([O-])([O-])=O.[Cs+].[Cs+]. (3) The reactants are: [C:1]1([CH3:13])[CH:6]=[CH:5][C:4]([C:7]2[CH2:11][CH2:10][C:9](=[O:12])[CH:8]=2)=[CH:3][CH:2]=1.[BH4-].[Na+]. Given the product [C:1]1([CH3:13])[CH:2]=[CH:3][C:4]([C:7]2[CH2:11][CH2:10][CH:9]([OH:12])[CH:8]=2)=[CH:5][CH:6]=1, predict the reactants needed to synthesize it. (4) Given the product [O:11]=[C:6]1[C:5]2[CH:12]=[CH:13][C:2]([C:21]#[N:22])=[CH:3][C:4]=2[S:10][CH2:9][CH2:8][CH2:7]1, predict the reactants needed to synthesize it. The reactants are: Br[C:2]1[CH:13]=[CH:12][C:5]2[C:6](=[O:11])[CH2:7][CH2:8][CH2:9][S:10][C:4]=2[CH:3]=1.O.C(OCC)(=O)C.[CH3:21][N:22](C)C=O. (5) Given the product [F:1][C:2]1[CH:7]=[C:6]([F:8])[CH:5]=[CH:4][C:3]=1[NH:9][C:10]([NH:25][C:24]1[CH:26]=[CH:27][CH:28]=[C:22]([O:21][CH2:20][CH2:19][CH2:18][N:15]2[CH2:14][CH2:13][O:12][CH2:17][CH2:16]2)[CH:23]=1)=[O:11], predict the reactants needed to synthesize it. The reactants are: [F:1][C:2]1[CH:7]=[C:6]([F:8])[CH:5]=[CH:4][C:3]=1[N:9]=[C:10]=[O:11].[O:12]1[CH2:17][CH2:16][N:15]([CH2:18][CH2:19][CH2:20][O:21][C:22]2[CH:23]=[C:24]([CH:26]=[CH:27][CH:28]=2)[NH2:25])[CH2:14][CH2:13]1.